The task is: Predict the reaction yield, written as a fraction of the theoretical maximum amount of product (1.0 means a 100% yield; for example, 0.34 means a 34% yield).. This data is from Reaction yield outcomes from USPTO patents with 853,638 reactions. The reactants are [Cl:1][C:2]1[CH:16]=[CH:15][C:5]([CH2:6][NH:7][C:8](=[O:14])[CH2:9][C:10]([F:13])([F:12])[F:11])=[CH:4][C:3]=1[CH:17]=O.[CH:19]1([NH2:22])[CH2:21][CH2:20]1.[BH4-].[Na+]. The product is [Cl:1][C:2]1[CH:16]=[CH:15][C:5]([CH2:6][NH:7][C:8](=[O:14])[CH2:9][C:10]([F:13])([F:12])[F:11])=[CH:4][C:3]=1[CH2:17][NH:22][CH:19]1[CH2:21][CH2:20]1. The yield is 0.960. The catalyst is CO.